Task: Regression/Classification. Given a drug SMILES string, predict its absorption, distribution, metabolism, or excretion properties. Task type varies by dataset: regression for continuous measurements (e.g., permeability, clearance, half-life) or binary classification for categorical outcomes (e.g., BBB penetration, CYP inhibition). Dataset: hlm.. Dataset: Human liver microsome stability data (1) The result is 1 (stable in human liver microsomes). The drug is O=C(Nc1ccc(F)c(-c2nc3cc(-c4ccccc4F)cnc3[nH]2)c1)N1CCCC1. (2) The drug is NCc1ccc2c(c1)nc(Cn1c(=O)n(C3CC3)c(=O)c3ccccc31)n2CCCCF. The result is 0 (unstable in human liver microsomes).